This data is from TCR-epitope binding with 47,182 pairs between 192 epitopes and 23,139 TCRs. The task is: Binary Classification. Given a T-cell receptor sequence (or CDR3 region) and an epitope sequence, predict whether binding occurs between them. (1) The epitope is ELAGIGILTV. The TCR CDR3 sequence is CASSHRLAMSSYNEQFF. Result: 0 (the TCR does not bind to the epitope). (2) The epitope is IVTDFSVIK. The TCR CDR3 sequence is CASSPNSNQPQHF. Result: 1 (the TCR binds to the epitope). (3) The epitope is TPRVTGGGAM. The TCR CDR3 sequence is CASSLEGTGANSPLHF. Result: 1 (the TCR binds to the epitope). (4) The epitope is ILHCANFNV. The TCR CDR3 sequence is CASSFGGADGYTF. Result: 1 (the TCR binds to the epitope).